This data is from Forward reaction prediction with 1.9M reactions from USPTO patents (1976-2016). The task is: Predict the product of the given reaction. (1) Given the reactants [CH2:1]([NH:3][CH2:4][CH2:5][CH2:6][CH2:7][NH:8][C:9](=[O:18])[O:10][CH2:11][C:12]1[CH:17]=[CH:16][CH:15]=[CH:14][CH:13]=1)[CH3:2].N1C=CC=CC=1.[CH3:25][S:26](Cl)(=[O:28])=[O:27], predict the reaction product. The product is: [CH2:1]([N:3]([CH2:4][CH2:5][CH2:6][CH2:7][NH:8][C:9](=[O:18])[O:10][CH2:11][C:12]1[CH:13]=[CH:14][CH:15]=[CH:16][CH:17]=1)[S:26]([CH3:25])(=[O:28])=[O:27])[CH3:2]. (2) Given the reactants [CH3:1][O:2][C:3]1[N:4]=[N:5][CH:6]=[CH:7][C:8]=1[C:9](=[O:38])[CH2:10][C@H:11]([C:19]1[CH:24]=[CH:23][C:22]([CH:25]2[CH2:30][CH2:29][N:28](C(OC(C)(C)C)=O)[CH2:27][CH2:26]2)=[CH:21][CH:20]=1)[C:12]1[CH:17]=[CH:16][CH:15]=[CH:14][C:13]=1[CH3:18].Cl, predict the reaction product. The product is: [CH3:1][O:2][C:3]1[N:4]=[N:5][CH:6]=[CH:7][C:8]=1[C:9](=[O:38])[CH2:10][C@H:11]([C:19]1[CH:20]=[CH:21][C:22]([CH:25]2[CH2:26][CH2:27][NH:28][CH2:29][CH2:30]2)=[CH:23][CH:24]=1)[C:12]1[CH:17]=[CH:16][CH:15]=[CH:14][C:13]=1[CH3:18]. (3) Given the reactants [F:1][C:2]1[CH:7]=[CH:6][C:5]([CH:8]2[CH2:13][CH2:12][C:11]3[C:14]([C:22]([N:24]([CH3:26])[CH3:25])=[O:23])=[CH:15][C:16]4[NH:17][C:18]([CH3:21])=[N:19][C:20]=4[C:10]=3[O:9]2)=[CH:4][CH:3]=1.[H-].[Na+].Br[CH2:30][C:31]1[CH:35]=[CH:34][O:33][N:32]=1, predict the reaction product. The product is: [F:1][C:2]1[CH:7]=[CH:6][C:5]([CH:8]2[CH2:13][CH2:12][C:11]3[C:14]([C:22]([N:24]([CH3:25])[CH3:26])=[O:23])=[CH:15][C:16]4[N:17]=[C:18]([CH3:21])[N:19]([CH2:30][C:31]5[CH:35]=[CH:34][O:33][N:32]=5)[C:20]=4[C:10]=3[O:9]2)=[CH:4][CH:3]=1. (4) Given the reactants [CH3:1][O:2][C:3](=[O:14])[C:4]1[CH:9]=[CH:8][C:7]([NH:10][CH2:11][CH3:12])=[C:6]([NH2:13])[CH:5]=1.[F:15][C:16]([F:28])([F:27])[C:17]1[CH:26]=[CH:25][C:20]2[N:21]=[C:22]([NH2:24])[S:23][C:19]=2[CH:18]=1.[C:29](N1C=CN=C1)(N1C=CN=C1)=S.C(Cl)CCl, predict the reaction product. The product is: [CH3:1][O:2][C:3]([C:4]1[CH:9]=[CH:8][C:7]2[N:10]([CH2:11][CH3:12])[C:29]([NH:24][C:22]3[S:23][C:19]4[CH:18]=[C:17]([C:16]([F:15])([F:27])[F:28])[CH:26]=[CH:25][C:20]=4[N:21]=3)=[N:13][C:6]=2[CH:5]=1)=[O:14]. (5) Given the reactants Cl[C:2]1[CH:7]=[C:6]([C:8]2[N:9]([C:23]3[CH:28]=[CH:27][C:26]([F:29])=[CH:25][CH:24]=3)[C:10](=[O:22])[N:11]([CH2:13][C:14]3[CH:19]=[CH:18][CH:17]=[CH:16][C:15]=3[C:20]#[N:21])[CH:12]=2)[CH:5]=[CH:4][N:3]=1.[C:30]([O-:33])(=[O:32])C.[Na+].[CH2:35](O)[CH3:36], predict the reaction product. The product is: [CH2:35]([O:33][C:30]([C:2]1[CH:7]=[C:6]([C:8]2[N:9]([C:23]3[CH:28]=[CH:27][C:26]([F:29])=[CH:25][CH:24]=3)[C:10](=[O:22])[N:11]([CH2:13][C:14]3[CH:19]=[CH:18][CH:17]=[CH:16][C:15]=3[C:20]#[N:21])[CH:12]=2)[CH:5]=[CH:4][N:3]=1)=[O:32])[CH3:36]. (6) Given the reactants [N:1]1[S:2][N:3]=[C:4]2[CH:9]=[C:8]([O:10][C:11]3[N:19]=[CH:18][CH:17]=[CH:16][C:12]=3[C:13]([OH:15])=O)[CH:7]=[CH:6][C:5]=12.[C:20]([O:24][C:25](=[O:38])[CH:26]([O:28][C:29]1[CH:34]=[CH:33][C:32]([CH2:35][NH2:36])=[C:31]([F:37])[CH:30]=1)[CH3:27])([CH3:23])([CH3:22])[CH3:21].O1C2C=CC(OC3N=CC=CC=3C(O)=O)=CC=2OC1.COC(=O)COC1C=CC(CN)=C(F)C=1, predict the reaction product. The product is: [C:20]([O:24][C:25](=[O:38])[CH:26]([O:28][C:29]1[CH:34]=[CH:33][C:32]([CH2:35][NH:36][C:13]([C:12]2[C:11]([O:10][C:8]3[CH:7]=[CH:6][C:5]4=[N:1][S:2][N:3]=[C:4]4[CH:9]=3)=[N:19][CH:18]=[CH:17][CH:16]=2)=[O:15])=[C:31]([F:37])[CH:30]=1)[CH3:27])([CH3:21])([CH3:22])[CH3:23]. (7) Given the reactants Cl[CH2:2][C:3]1[CH:8]=[CH:7][CH:6]=[C:5]([N+:9]([O-:11])=[O:10])[CH:4]=1.[NH:12]1[CH2:16][CH2:15][CH2:14][CH2:13]1.C(=O)([O-])O.[Na+].C(OCC)(=O)C, predict the reaction product. The product is: [N+:9]([C:5]1[CH:4]=[C:3]([CH:8]=[CH:7][CH:6]=1)[CH2:2][N:12]1[CH2:16][CH2:15][CH2:14][CH2:13]1)([O-:11])=[O:10]. (8) Given the reactants C([O:5][C:6](=[O:37])[CH2:7][O:8][CH2:9][C:10]1[CH:15]=[C:14]([Cl:16])[CH:13]=[CH:12][C:11]=1[O:17][CH2:18][C:19]([N:21]1[CH2:26][C@H:25]([CH3:27])[N:24]([CH2:28][C:29]2[CH:34]=[CH:33][C:32]([F:35])=[CH:31][CH:30]=2)[CH2:23][C@H:22]1[CH3:36])=[O:20])(C)(C)C.FC(F)(F)C(O)=O.Cl, predict the reaction product. The product is: [Cl:16][C:14]1[CH:13]=[CH:12][C:11]([O:17][CH2:18][C:19]([N:21]2[CH2:26][C@H:25]([CH3:27])[N:24]([CH2:28][C:29]3[CH:30]=[CH:31][C:32]([F:35])=[CH:33][CH:34]=3)[CH2:23][C@H:22]2[CH3:36])=[O:20])=[C:10]([CH:15]=1)[CH2:9][O:8][CH2:7][C:6]([OH:37])=[O:5]. (9) Given the reactants [NH2:1][C:2]1[N:10]=[CH:9][N:8]=[C:7]2[C:3]=1[NH:4][C:5](=[S:11])[NH:6]2.F[B-](F)(F)F.[Br:17][C:18]1[C:19]([O:28][CH3:29])=[C:20]([N+]#N)[CH:21]=[C:22]([O:24][CH3:25])[CH:23]=1.C([O-])(O)=O.[Na+], predict the reaction product. The product is: [Br:17][C:18]1[C:19]([O:28][CH3:29])=[C:20]([S:11][C:5]2[NH:6][C:7]3[C:3]([N:4]=2)=[C:2]([NH2:1])[N:10]=[CH:9][N:8]=3)[CH:21]=[C:22]([O:24][CH3:25])[CH:23]=1.